Dataset: Reaction yield outcomes from USPTO patents with 853,638 reactions. Task: Predict the reaction yield, written as a fraction of the theoretical maximum amount of product (1.0 means a 100% yield; for example, 0.34 means a 34% yield). (1) The reactants are [CH3:1][C:2]1([CH3:19])[O:7][C:6]2[C:8]([F:15])=[CH:9][C:10]([N+:12]([O-])=O)=[CH:11][C:5]=2[N:4]2[N:16]=[N:17][N:18]=[C:3]12. The catalyst is CCO.[Pd]. The product is [CH3:1][C:2]1([CH3:19])[O:7][C:6]2[C:8]([F:15])=[CH:9][C:10]([NH2:12])=[CH:11][C:5]=2[N:4]2[N:16]=[N:17][N:18]=[C:3]12. The yield is 0.720. (2) The reactants are [C:1]([O:5][C:6]([NH:8][C:9]1[CH:14]=[CH:13][CH:12]=[CH:11][C:10]=1[NH:15][C:16](=[O:32])[C:17]1[CH:22]=[CH:21][C:20](B2OC(C)(C)C(C)(C)O2)=[CH:19][CH:18]=1)=[O:7])([CH3:4])([CH3:3])[CH3:2].[CH3:33][C:34]1[CH:39]=[CH:38][C:37](Br)=[CH:36][N:35]=1. No catalyst specified. The product is [C:1]([O:5][C:6]([NH:8][C:9]1[CH:14]=[CH:13][CH:12]=[CH:11][C:10]=1[NH:15][C:16](=[O:32])[C:17]1[CH:22]=[CH:21][C:20]([C:37]2[CH:36]=[N:35][C:34]([CH3:33])=[CH:39][CH:38]=2)=[CH:19][CH:18]=1)=[O:7])([CH3:3])([CH3:4])[CH3:2]. The yield is 0.460. (3) The reactants are [O:1]=[C:2]1[C:7]([CH2:8][C:9]2[CH:14]=[CH:13][C:12]([C:15]3[C:16]([C:21]#[N:22])=[CH:17][CH:18]=[CH:19][CH:20]=3)=[CH:11][CH:10]=2)=[C:6]([CH2:23][CH2:24][CH3:25])[N:5]2[N:26]=[CH:27][N:28]=[C:4]2[NH:3]1.[S:29]1[CH:33]=[CH:32][C:31](B(O)O)=[CH:30]1.C(N(CC)CC)C.N1C=CC=CC=1. The catalyst is ClCCl.C(OCC)(=O)C.C([O-])(=O)C.[Cu+2].C([O-])(=O)C. The product is [O:1]=[C:2]1[C:7]([CH2:8][C:9]2[CH:10]=[CH:11][C:12]([C:15]3[C:16]([C:21]#[N:22])=[CH:17][CH:18]=[CH:19][CH:20]=3)=[CH:13][CH:14]=2)=[C:6]([CH2:23][CH2:24][CH3:25])[N:5]2[N:26]=[CH:27][N:28]=[C:4]2[N:3]1[C:31]1[CH:32]=[CH:33][S:29][CH:30]=1. The yield is 0.850. (4) The reactants are [CH3:1][C:2](=[CH:5][CH:6]=[CH:7][C:8]([CH3:22])=[CH:9][CH:10]=[CH:11][CH:12]=[C:13]([CH3:21])[CH:14]=[CH:15][CH:16]=[C:17]([CH3:20])[CH2:18][OH:19])[CH2:3][OH:4]. The catalyst is C(Cl)Cl.[O-2].[O-2].[Mn+4]. The product is [CH3:20][C:17](=[CH:16][CH:15]=[CH:14][C:13]([CH3:21])=[CH:12][CH:11]=[CH:10][CH:9]=[C:8]([CH3:22])[CH:7]=[CH:6][CH:5]=[C:2]([CH3:1])[CH:3]=[O:4])[CH:18]=[O:19]. The yield is 0.730. (5) The reactants are C([O:8][C:9]1[C:14]([C:15]([CH3:18])([CH3:17])[CH3:16])=[CH:13][CH:12]=[CH:11][C:10]=1[C:19]1[CH:24]=[CH:23][CH:22]=[C:21]([C:25]([C:27]2[CH:32]=[CH:31][CH:30]=[CH:29][N:28]=2)=[CH2:26])[CH:20]=1)C1C=CC=CC=1. The catalyst is CO.C(OCC)(=O)C.[Pd]. The product is [C:15]([C:14]1[CH:13]=[CH:12][CH:11]=[C:10]([C:19]2[CH:24]=[CH:23][CH:22]=[C:21]([CH:25]([C:27]3[CH:32]=[CH:31][CH:30]=[CH:29][N:28]=3)[CH3:26])[CH:20]=2)[C:9]=1[OH:8])([CH3:16])([CH3:17])[CH3:18]. The yield is 0.800. (6) The reactants are [CH3:1][C@H:2]([CH2:8][CH2:9][CH2:10][CH2:11][CH3:12])[CH2:3][CH2:4][C:5]([OH:7])=O.C(N(CC)CC)C.CC(C)(C)C(Cl)=O.[Li+].[Cl-].[CH3:29][C@@H:30]1[CH:34]([C:35]2[CH:40]=[CH:39][CH:38]=[CH:37][CH:36]=2)[O:33][C:32](=[O:41])[NH:31]1. The catalyst is C1COCC1. The product is [CH3:29][C@@H:30]1[C@H:34]([C:35]2[CH:40]=[CH:39][CH:38]=[CH:37][CH:36]=2)[O:33][C:32](=[O:41])[N:31]1[C:5](=[O:7])[CH2:4][CH2:3][C@H:2]([CH3:1])[CH2:8][CH2:9][CH2:10][CH2:11][CH3:12]. The yield is 0.880.